Predict the product of the given reaction. From a dataset of Forward reaction prediction with 1.9M reactions from USPTO patents (1976-2016). (1) Given the reactants [Cl:1][C:2]1[C:7]([C:8]([F:11])([F:10])[F:9])=[CH:6][CH:5]=[CH:4][C:3]=1[C:12]([N:14]1[CH:19]=[CH:18][C:17]2[N:20]([C:23]3[N:28]=[C:27]([CH3:29])[CH:26]=[CH:25][N:24]=3)[N:21]=[N:22][C:16]=2[CH:15]1[CH3:30])=[O:13].ClC1C(C(F)(F)F)=CC=CC=1C(N1C=CC2N(C3C=NC=CN=3)N=NC=2C1C)=O, predict the reaction product. The product is: [Cl:1][C:2]1[C:7]([C:8]([F:9])([F:11])[F:10])=[CH:6][CH:5]=[CH:4][C:3]=1[C:12]([N:14]1[CH2:19][CH2:18][C:17]2[N:20]([C:23]3[N:28]=[C:27]([CH3:29])[CH:26]=[CH:25][N:24]=3)[N:21]=[N:22][C:16]=2[CH:15]1[CH3:30])=[O:13]. (2) Given the reactants [C:1]1([P:7](=[O:10])([OH:9])[OH:8])[CH:6]=[CH:5][CH:4]=[CH:3][CH:2]=1.O.O.O.O.O.S([O-])([O-])(=O)=O.[Cu+2:21], predict the reaction product. The product is: [C:1]1([P:7](=[O:8])([O-:10])[O-:9])[CH:6]=[CH:5][CH:4]=[CH:3][CH:2]=1.[Cu+2:21]. (3) Given the reactants [O:1]=[S:2]1(=[O:19])[CH2:7][CH2:6][N:5]2[CH2:8][CH2:9][CH2:10][C@@H:11]([C:12]3[CH:17]=[CH:16][C:15]([OH:18])=[CH:14][CH:13]=3)[C:4]2=[N:3]1.C(=O)([O-])[O-].[K+].[K+].[F:26][C:27]([F:33])([F:32])[S:28](Cl)(=[O:30])=[O:29].O, predict the reaction product. The product is: [F:26][C:27]([F:33])([F:32])[S:28]([O:18][C:15]1[CH:16]=[CH:17][C:12]([C@H:11]2[C:4]3=[N:3][S:2](=[O:1])(=[O:19])[CH2:7][CH2:6][N:5]3[CH2:8][CH2:9][CH2:10]2)=[CH:13][CH:14]=1)(=[O:30])=[O:29]. (4) Given the reactants C1(P(C2CCCCC2)C2C=CC=CC=2C2C(C(C)C)=CC(C(C)C)=CC=2C(C)C)CCCCC1.CC(C)([O-])C.[Na+].Cl[C:42]1[N:47]=[CH:46][N:45]=[C:44]([O:48][CH:49]2[CH2:54][CH2:53][N:52]([C:55]([O:57][CH:58]([CH3:60])[CH3:59])=[O:56])[CH2:51][CH2:50]2)[C:43]=1[O:61][CH3:62].[CH3:63][S:64][C:65]1[CH:66]=[C:67]2[C:71](=[CH:72][CH:73]=1)[NH:70][CH2:69][CH2:68]2, predict the reaction product. The product is: [CH3:62][O:61][C:43]1[C:44]([O:48][CH:49]2[CH2:54][CH2:53][N:52]([C:55]([O:57][CH:58]([CH3:60])[CH3:59])=[O:56])[CH2:51][CH2:50]2)=[N:45][CH:46]=[N:47][C:42]=1[N:70]1[C:71]2[C:67](=[CH:66][C:65]([S:64][CH3:63])=[CH:73][CH:72]=2)[CH2:68][CH2:69]1. (5) The product is: [C:1]([C:5]1[S:9][C:8]([C:10]2[CH:15]=[C:14]([O:16][CH2:42][C:38]3[CH:37]=[C:36]([CH:29]([CH:26]4[CH2:27][CH2:28]4)[CH2:30][C:31]([O:33][CH2:34][CH3:35])=[O:32])[CH:41]=[CH:40][CH:39]=3)[CH:13]=[CH:12][C:11]=2[C:17]2[CH:22]=[C:21]([O:23][CH3:24])[CH:20]=[CH:19][C:18]=2[F:25])=[N:7][N:6]=1)([CH3:4])([CH3:2])[CH3:3]. Given the reactants [C:1]([C:5]1[S:9][C:8]([C:10]2[CH:15]=[C:14]([OH:16])[CH:13]=[CH:12][C:11]=2[C:17]2[CH:22]=[C:21]([O:23][CH3:24])[CH:20]=[CH:19][C:18]=2[F:25])=[N:7][N:6]=1)([CH3:4])([CH3:3])[CH3:2].[CH:26]1([CH:29]([C:36]2[CH:41]=[CH:40][CH:39]=[C:38]([CH2:42]O)[CH:37]=2)[CH2:30][C:31]([O:33][CH2:34][CH3:35])=[O:32])[CH2:28][CH2:27]1.C1(P(C2C=CC=CC=2)C2C=CC=CC=2)C=CC=CC=1.N(C(OCC)=O)=NC(OCC)=O, predict the reaction product.